From a dataset of Forward reaction prediction with 1.9M reactions from USPTO patents (1976-2016). Predict the product of the given reaction. (1) Given the reactants [NH:1]1[C:9]2[C:4](=[CH:5][CH:6]=[CH:7][C:8]=2[C:10]([OH:12])=O)[CH:3]=[CH:2]1.[CH2:13]([O:15][C:16]([C:18]1([NH2:27])[CH2:26][C:25]2[C:20](=[CH:21][CH:22]=[CH:23][CH:24]=2)[CH2:19]1)=[O:17])[CH3:14].CN(C(ON1N=NC2C=CC=NC1=2)=[N+](C)C)C.F[P-](F)(F)(F)(F)F.CCN(C(C)C)C(C)C, predict the reaction product. The product is: [CH2:13]([O:15][C:16]([C:18]1([NH:27][C:10]([C:8]2[CH:7]=[CH:6][CH:5]=[C:4]3[C:9]=2[NH:1][CH:2]=[CH:3]3)=[O:12])[CH2:26][C:25]2[C:20](=[CH:21][CH:22]=[CH:23][CH:24]=2)[CH2:19]1)=[O:17])[CH3:14]. (2) Given the reactants [OH:1][CH2:2][C@@H:3]1[O:7][C:6](=[O:8])[N:5]([NH:9][C:10](=[O:16])[O:11][C:12]([CH3:15])([CH3:14])[CH3:13])[CH2:4]1.C(N(CC)CC)C.[CH3:24][S:25](Cl)(=[O:27])=[O:26], predict the reaction product. The product is: [CH3:24][S:25]([O:1][CH2:2][C@H:3]1[O:7][C:6](=[O:8])[N:5]([NH:9][C:10]([O:11][C:12]([CH3:13])([CH3:15])[CH3:14])=[O:16])[CH2:4]1)(=[O:27])=[O:26]. (3) The product is: [C:13]1([C:10]2[C:9]3[N:19]=[C:21]([CH:22]([OH:23])[CH3:24])[NH:20][C:8]=3[C:7]([C:1]3[CH:2]=[CH:3][CH:4]=[CH:5][CH:6]=3)=[CH:12][CH:11]=2)[CH:14]=[CH:15][CH:16]=[CH:17][CH:18]=1. Given the reactants [C:1]1([C:7]2[C:8]([NH2:20])=[C:9]([NH2:19])[C:10]([C:13]3[CH:18]=[CH:17][CH:16]=[CH:15][CH:14]=3)=[CH:11][CH:12]=2)[CH:6]=[CH:5][CH:4]=[CH:3][CH:2]=1.[C:21](O)(=O)[CH:22]([CH3:24])[OH:23].Cl, predict the reaction product. (4) Given the reactants [C:1]([CH2:3][C:4]([OH:6])=O)#[N:2].C([Mg]Cl)(C)C.[Br:12][C:13]1[S:17][C:16]([C:18](=[O:24])[CH2:19][CH2:20]C(O)=O)=[CH:15][CH:14]=1.C1N=CN(C(N2C=NC=C2)=O)C=1, predict the reaction product. The product is: [Br:12][C:13]1[S:17][C:16]([C:18](=[O:24])[CH2:19][CH2:20][C:4](=[O:6])[CH2:3][C:1]#[N:2])=[CH:15][CH:14]=1. (5) The product is: [NH2:9][C:5]1[CH:6]=[C:1]([NH:8][S:22]([CH2:21][C:15]2[CH:20]=[CH:19][CH:18]=[CH:17][CH:16]=2)(=[O:24])=[O:23])[CH:2]=[CH:3][CH:4]=1. Given the reactants [C:1]1([NH2:8])[CH:6]=[CH:5][CH:4]=[CH:3][C:2]=1N.[N:9]1C=CC=CC=1.[C:15]1([CH2:21][S:22](Cl)(=[O:24])=[O:23])[CH:20]=[CH:19][CH:18]=[CH:17][CH:16]=1, predict the reaction product. (6) Given the reactants [OH-].[Na+].C([O:6][C:7]1[CH:8]=[CH:9][C:10]([O:35][CH2:36][C:37]2[CH:42]=[CH:41][CH:40]=[CH:39][CH:38]=2)=[C:11]([CH:34]=1)[C:12]([NH:14][C:15]1[CH:27]=[C:26]([C:28]2[CH:33]=[CH:32][CH:31]=[CH:30][CH:29]=2)[CH:25]=[CH:24][C:16]=1[C:17]([O:19][C:20]([CH3:23])([CH3:22])[CH3:21])=[O:18])=[O:13])(=O)C, predict the reaction product. The product is: [CH2:36]([O:35][C:10]1[CH:9]=[CH:8][C:7]([OH:6])=[CH:34][C:11]=1[C:12]([NH:14][C:15]1[CH:27]=[C:26]([C:28]2[CH:33]=[CH:32][CH:31]=[CH:30][CH:29]=2)[CH:25]=[CH:24][C:16]=1[C:17]([O:19][C:20]([CH3:23])([CH3:22])[CH3:21])=[O:18])=[O:13])[C:37]1[CH:42]=[CH:41][CH:40]=[CH:39][CH:38]=1.